Dataset: Catalyst prediction with 721,799 reactions and 888 catalyst types from USPTO. Task: Predict which catalyst facilitates the given reaction. (1) Reactant: [F:1][C:2]1[CH:32]=[CH:31][C:5]([O:6][C:7]2[CH:30]=[CH:29][C:10]([CH2:11][S:12][C:13]3[NH:14][CH:15]=[C:16]([CH2:20][C:21]4[CH:22]=[N:23][C:24]([O:27][CH3:28])=[N:25][CH:26]=4)[C:17](=[O:19])[N:18]=3)=[CH:9][CH:8]=2)=[CH:4][CH:3]=1.CCN(C(C)C)[CH:36]([CH3:38])[CH3:37].BrCCC. Product: [F:1][C:2]1[CH:3]=[CH:4][C:5]([O:6][C:7]2[CH:30]=[CH:29][C:10]([CH2:11][S:12][C:13]3[N:14]([CH2:37][CH2:36][CH3:38])[CH:15]=[C:16]([CH2:20][C:21]4[CH:26]=[N:25][C:24]([O:27][CH3:28])=[N:23][CH:22]=4)[C:17](=[O:19])[N:18]=3)=[CH:9][CH:8]=2)=[CH:31][CH:32]=1. The catalyst class is: 26. (2) Reactant: [NH2:1][C:2]1[C:3]([NH:12][CH2:13][CH:14]2[CH2:16][CH2:15]2)=[N:4][CH:5]=[C:6]([CH:11]=1)[C:7]([O:9][CH3:10])=[O:8].CCN(C(C)C)C(C)C.[CH2:26]([O:28][C:29]1[CH:34]=[CH:33][C:32]([CH2:35][C:36](O)=O)=[CH:31][CH:30]=1)[CH3:27].CN(C(ON1N=NC2C=CC=NC1=2)=[N+](C)C)C.F[P-](F)(F)(F)(F)F. Product: [CH:14]1([CH2:13][N:12]2[C:3]3=[N:4][CH:5]=[C:6]([C:7]([O:9][CH3:10])=[O:8])[CH:11]=[C:2]3[N:1]=[C:36]2[CH2:35][C:32]2[CH:33]=[CH:34][C:29]([O:28][CH2:26][CH3:27])=[CH:30][CH:31]=2)[CH2:16][CH2:15]1. The catalyst class is: 3. (3) Reactant: [F:1][C:2]1[CH:3]=[C:4]([CH:13]2[CH2:18][N:17]([C:19]([N:21]3[CH2:26][CH2:25][S:24][CH2:23][CH2:22]3)=[O:20])[CH2:16][CH:15]([C:27]([O:29]C)=[O:28])[CH2:14]2)[CH:5]=[CH:6][C:7]=1[CH2:8][C:9]([F:12])([F:11])[F:10].CC(C)([O-])C.[K+]. Product: [F:1][C:2]1[CH:3]=[C:4]([CH:13]2[CH2:18][N:17]([C:19]([N:21]3[CH2:22][CH2:23][S:24][CH2:25][CH2:26]3)=[O:20])[CH2:16][CH:15]([C:27]([OH:29])=[O:28])[CH2:14]2)[CH:5]=[CH:6][C:7]=1[CH2:8][C:9]([F:11])([F:12])[F:10]. The catalyst class is: 5. (4) Reactant: Cl[CH2:2][C:3]([NH:5][C@H:6]1[CH2:11][CH2:10][C@H:9]([NH:12][C:13]2[CH:14]=[CH:15][C:16]3[N:17]([C:19]([C:22]4[CH:27]=[CH:26][CH:25]=[C:24]([Cl:28])[CH:23]=4)=[CH:20][N:21]=3)[N:18]=2)[CH2:8][CH2:7]1)=[O:4].[NH:29]1[CH2:34][CH2:33][O:32][CH2:31][CH2:30]1.CCN(C(C)C)C(C)C. The catalyst class is: 2. Product: [Cl:28][C:24]1[CH:23]=[C:22]([C:19]2[N:17]3[N:18]=[C:13]([NH:12][C@H:9]4[CH2:10][CH2:11][C@H:6]([NH:5][C:3](=[O:4])[CH2:2][N:29]5[CH2:34][CH2:33][O:32][CH2:31][CH2:30]5)[CH2:7][CH2:8]4)[CH:14]=[CH:15][C:16]3=[N:21][CH:20]=2)[CH:27]=[CH:26][CH:25]=1. (5) Reactant: [O:1]1[CH2:5][CH2:4][C:3](=O)[CH2:2]1.Cl.[CH:8]1([CH2:12][NH2:13])[CH2:11][CH2:10][CH2:9]1.[S-:14][C:15]#[N:16].[K+].II. Product: [CH:8]1([CH2:12][N:13]2[C:3]3[CH2:2][O:1][CH2:5][C:4]=3[S:14][C:15]2=[NH:16])[CH2:11][CH2:10][CH2:9]1. The catalyst class is: 66. (6) Product: [OH:12][B:11]([OH:13])[C:9]1[CH:8]=[C:4]([CH:3]=[C:2]([NH:1][C:15]2[N:20]=[C:19]([C:21]([F:24])([F:23])[F:22])[CH:18]=[CH:17][N:16]=2)[CH:10]=1)[C:5]([OH:7])=[O:6]. The catalyst class is: 12. Reactant: [NH2:1][C:2]1[CH:3]=[C:4]([CH:8]=[C:9]([B:11]([OH:13])[OH:12])[CH:10]=1)[C:5]([OH:7])=[O:6].Cl[C:15]1[N:20]=[C:19]([C:21]([F:24])([F:23])[F:22])[CH:18]=[CH:17][N:16]=1.CS(O)(=O)=O.